The task is: Predict the product of the given reaction.. This data is from Forward reaction prediction with 1.9M reactions from USPTO patents (1976-2016). Given the reactants [C:1]([O:5][C:6]([NH:8][CH2:9][C@@H:10]([OH:22])[CH2:11][P:12]([CH2:15][CH:16]1[CH2:21][CH2:20][CH2:19][CH2:18][CH2:17]1)(=[O:14])[OH:13])=[O:7])([CH3:4])([CH3:3])[CH3:2].Br[CH:24]1[C:32]2[C:27](=[CH:28][CH:29]=[CH:30][CH:31]=2)[C:26](=[O:33])[O:25]1, predict the reaction product. The product is: [O:33]=[C:26]1[C:27]2[C:32](=[CH:31][CH:30]=[CH:29][CH:28]=2)[CH:24]([O:14][P:12]([CH2:11][C@H:10]([OH:22])[CH2:9][NH:8][C:6]([O:5][C:1]([CH3:4])([CH3:2])[CH3:3])=[O:7])([CH2:15][CH:16]2[CH2:17][CH2:18][CH2:19][CH2:20][CH2:21]2)=[O:13])[O:25]1.